From a dataset of Forward reaction prediction with 1.9M reactions from USPTO patents (1976-2016). Predict the product of the given reaction. Given the reactants I[C:2]1[CH:10]=[CH:9][C:8]([S:11]([CH3:14])(=[O:13])=[O:12])=[CH:7][C:3]=1[C:4]([OH:6])=[O:5].[F:15][C:16]1[CH:21]=[CH:20][C:19](B(O)O)=[CH:18][CH:17]=1.C(=O)([O-])[O-].[Na+].[Na+], predict the reaction product. The product is: [F:15][C:16]1[CH:21]=[CH:20][C:19]([C:2]2[C:3]([C:4]([OH:6])=[O:5])=[CH:7][C:8]([S:11]([CH3:14])(=[O:13])=[O:12])=[CH:9][CH:10]=2)=[CH:18][CH:17]=1.